Dataset: Reaction yield outcomes from USPTO patents with 853,638 reactions. Task: Predict the reaction yield, written as a fraction of the theoretical maximum amount of product (1.0 means a 100% yield; for example, 0.34 means a 34% yield). (1) The reactants are [CH3:1][O:2][C:3]1[CH:4]=[C:5]2[C:10](=[CH:11][C:12]=1[O:13][CH3:14])[N:9]=[CH:8][CH:7]=[C:6]2[S:15][C:16]1[S:17][C:18]([NH2:21])=[CH:19][N:20]=1.[C:22]1([N:28]=[C:29]=[O:30])[CH:27]=[CH:26][CH:25]=[CH:24][CH:23]=1.C(OCC)(=O)C.O. The catalyst is CN(C)C=O.CO. The product is [CH3:1][O:2][C:3]1[CH:4]=[C:5]2[C:10](=[CH:11][C:12]=1[O:13][CH3:14])[N:9]=[CH:8][CH:7]=[C:6]2[S:15][C:16]1[S:17][C:18]([NH:21][C:29]([NH:28][C:22]2[CH:27]=[CH:26][CH:25]=[CH:24][CH:23]=2)=[O:30])=[CH:19][N:20]=1. The yield is 0.600. (2) The product is [NH:23]1[CH2:22][CH:21]([CH2:20][NH:19][C:17]([C:6]2[C:7]3[N:11]=[C:10]([C:12]4[S:13][CH:14]=[CH:15][CH:16]=4)[NH:9][C:8]=3[C:3]([OH:2])=[CH:4][CH:5]=2)=[O:18])[CH2:24]1. No catalyst specified. The yield is 0.240. The reactants are C[O:2][C:3]1[C:8]2[NH:9][C:10]([C:12]3[S:13][CH:14]=[CH:15][CH:16]=3)=[N:11][C:7]=2[C:6]([C:17]([NH:19][CH2:20][CH:21]2[CH2:24][N:23](C(OC(C)(C)C)=O)[CH2:22]2)=[O:18])=[CH:5][CH:4]=1.B(Br)(Br)Br. (3) The reactants are C([Li])CCC.[Br:6][C:7]1[CH:12]=[C:11]([CH3:13])[C:10](Br)=[CH:9][N:8]=1.[F:15][C:16]1[CH:23]=[CH:22][C:21]([F:24])=[CH:20][C:17]=1[CH:18]=[O:19].[Cl-].[NH4+]. The catalyst is C(OCC)C.CCCCCC. The product is [Br:6][C:7]1[N:8]=[CH:9][C:10]([CH:18]([C:17]2[CH:20]=[C:21]([F:24])[CH:22]=[CH:23][C:16]=2[F:15])[OH:19])=[C:11]([CH3:13])[CH:12]=1. The yield is 0.340. (4) The reactants are C(NC(C)C)(C)C.C([Li])CCC.[Cl:13][C:14]1[CH:15]=[N:16][CH:17]=[CH:18][C:19]=1[Cl:20].CN([CH:24]=[O:25])C. The catalyst is C1COCC1. The product is [Cl:20][C:19]1[C:14]([Cl:13])=[CH:15][N:16]=[CH:17][C:18]=1[CH:24]=[O:25]. The yield is 0.670. (5) The reactants are O[CH:2]([C:4]1[C:12]2[O:11][CH2:10][C@H:9]([C:13]3[CH:18]=[CH:17][C:16]([CH:19]([CH3:21])[CH3:20])=[CH:15][CH:14]=3)[C:8]=2[C:7]([CH3:22])=[C:6]([NH:23][C:24](=[O:30])[CH2:25][C:26]([CH3:29])([CH3:28])[CH3:27])[C:5]=1[CH3:31])[CH3:3]. The catalyst is [Pd].C(O)C. The product is [CH2:2]([C:4]1[C:12]2[O:11][CH2:10][C@H:9]([C:13]3[CH:18]=[CH:17][C:16]([CH:19]([CH3:20])[CH3:21])=[CH:15][CH:14]=3)[C:8]=2[C:7]([CH3:22])=[C:6]([NH:23][C:24](=[O:30])[CH2:25][C:26]([CH3:27])([CH3:29])[CH3:28])[C:5]=1[CH3:31])[CH3:3]. The yield is 0.960. (6) The reactants are [CH2:1]([O:3][C:4]([C:6]1([NH2:15])[CH2:14][C:13]2[C:8](=[CH:9][CH:10]=[CH:11][CH:12]=2)[CH2:7]1)=[O:5])[CH3:2].[CH3:16][C:17]1[C:25]([CH3:26])=[CH:24][CH:23]=[CH:22][C:18]=1[C:19](O)=[O:20].CN(C(ON1N=NC2C=CC=NC1=2)=[N+](C)C)C.F[P-](F)(F)(F)(F)F.CCN(C(C)C)C(C)C. No catalyst specified. The product is [CH2:1]([O:3][C:4]([C:6]1([NH:15][C:19](=[O:20])[C:18]2[CH:22]=[CH:23][CH:24]=[C:25]([CH3:26])[C:17]=2[CH3:16])[CH2:14][C:13]2[C:8](=[CH:9][CH:10]=[CH:11][CH:12]=2)[CH2:7]1)=[O:5])[CH3:2]. The yield is 0.870. (7) The reactants are [F:1][C:2]1[CH:7]=[CH:6][C:5]([C:8]2[S:9][C:10]3[N:11]=[C:12]([NH2:19])[N:13]=[C:14](SC)[C:15]=3[N:16]=2)=[CH:4][CH:3]=1.Cl.[CH3:21][O:22][CH2:23][CH2:24][OH:25]. No catalyst specified. The product is [F:1][C:2]1[CH:7]=[CH:6][C:5]([C:8]2[S:9][C:10]3[N:11]=[C:12]([NH2:19])[N:13]=[C:14]([O:25][CH2:24][CH2:23][O:22][CH3:21])[C:15]=3[N:16]=2)=[CH:4][CH:3]=1. The yield is 0.800.